This data is from Forward reaction prediction with 1.9M reactions from USPTO patents (1976-2016). The task is: Predict the product of the given reaction. (1) Given the reactants C([O:3][C:4](=[O:22])[CH2:5][C:6]1[CH:11]=[CH:10][CH:9]=[C:8]([NH:12][C:13]([C:15]2[CH:20]=[CH:19][CH:18]=[C:17](Br)[N:16]=2)=[O:14])[CH:7]=1)C.[Cl:23][C:24]1[CH:25]=[C:26](B(O)O)[CH:27]=[C:28]([Cl:30])[CH:29]=1, predict the reaction product. The product is: [Cl:23][C:24]1[CH:25]=[C:26]([C:17]2[N:16]=[C:15]([C:13]([NH:12][C:8]3[CH:7]=[C:6]([CH2:5][C:4]([OH:3])=[O:22])[CH:11]=[CH:10][CH:9]=3)=[O:14])[CH:20]=[CH:19][CH:18]=2)[CH:27]=[C:28]([Cl:30])[CH:29]=1. (2) Given the reactants [CH:1]1[C:11]2[C:10]3=[CH:12][C:13]4[CH:14]=[CH:15][C:16]([C:19]([O:21]C)=[O:20])=[CH:17][C:18]=4[N:9]3[CH2:8][CH:7]=[CH:6][C:5]=2[CH:4]=[CH:3][CH:2]=1.N1(C(OC(C)(C)C)=O)CCNCC1.C(N(CC)CC)C.CN(C(ON1N=NC2C=CC=NC1=2)=[N+](C)C)C.F[P-](F)(F)(F)(F)F, predict the reaction product. The product is: [CH:1]1[C:11]2[C:10]3=[CH:12][C:13]4[CH:14]=[CH:15][C:16]([C:19]([OH:21])=[O:20])=[CH:17][C:18]=4[N:9]3[CH2:8][CH:7]=[CH:6][C:5]=2[CH:4]=[CH:3][CH:2]=1. (3) Given the reactants C([Li])CCC.[F:6][C:7]1[CH:12]=[CH:11][C:10]([C:13]2[O:17][C:16]([CH2:18][C@@H:19]([OH:24])[C:20]([CH3:23])([CH3:22])[CH3:21])=[N:15][N:14]=2)=[CH:9][CH:8]=1.Cl[C:26]([O:28][C:29]1[CH:34]=[CH:33][C:32]([N+:35]([O-:37])=[O:36])=[CH:31][CH:30]=1)=[O:27], predict the reaction product. The product is: [C:26](=[O:27])([O:28][C:29]1[CH:30]=[CH:31][C:32]([N+:35]([O-:37])=[O:36])=[CH:33][CH:34]=1)[O:24][C@H:19]([CH2:18][C:16]1[O:17][C:13]([C:10]2[CH:9]=[CH:8][C:7]([F:6])=[CH:12][CH:11]=2)=[N:14][N:15]=1)[C:20]([CH3:21])([CH3:23])[CH3:22]. (4) Given the reactants [CH3:1][N:2]1[C:10]2[C:9](=[O:11])[NH:8][C:7](=[O:12])[NH:6][C:5]=2[N:4]=[CH:3]1.N1C(=O)C2NC=NC=2N[C:14]1=O, predict the reaction product. The product is: [N:8]1([C:9](=[O:11])[C:10]2[N:2]([CH3:1])[CH:3]=[N:4][C:5]=2[NH:6][C:7]1=[O:12])[CH3:14]. (5) The product is: [N:1]1([C:6]2[N:7]=[N:8][C:9]([CH2:12][CH2:13][N:28]3[CH2:29][CH2:30][C:23]4([C:22](=[O:31])[N:21]([C:16]5[CH2:17][O:18][C:19](=[O:20])[C:15]=5[CH3:14])[CH2:25][CH2:24]4)[CH2:26][CH2:27]3)=[CH:10][CH:11]=2)[CH:5]=[N:4][N:3]=[N:2]1. Given the reactants [N:1]1([C:6]2[N:7]=[N:8][C:9]([CH:12]=[CH2:13])=[CH:10][CH:11]=2)[CH:5]=[N:4][N:3]=[N:2]1.[CH3:14][C:15]1[C:19](=[O:20])[O:18][CH2:17][C:16]=1[N:21]1[CH2:25][CH2:24][C:23]2([CH2:30][CH2:29][NH:28][CH2:27][CH2:26]2)[C:22]1=[O:31].C1C=CC(P(C2C(OC3C(P(C4C=CC=CC=4)C4C=CC=CC=4)=CC=CC=3)=CC=CC=2)C2C=CC=CC=2)=CC=1.N#N, predict the reaction product. (6) Given the reactants Br[C:2]1[CH:3]=[N:4][CH:5]=[CH:6][CH:7]=1.[F:8][C:9]1[CH:14]=[CH:13][CH:12]=[CH:11][C:10]=1B(O)O, predict the reaction product. The product is: [F:8][C:9]1[CH:14]=[CH:13][CH:12]=[CH:11][C:10]=1[C:2]1[CH:3]=[N:4][CH:5]=[CH:6][CH:7]=1. (7) Given the reactants C([O:5][CH2:6][CH2:7][NH:8][C:9]1[C:14]([C:15]#[N:16])=[CH:13][N:12]=[C:11]([NH:17][C:18]([N:20]2[C:29]3[C:24](=[CH:25][C:26]([CH2:32][N:33]4[CH2:38][CH2:37][N:36]([CH3:39])[CH2:35][C:34]4=[O:40])=[C:27]([CH:30]=[O:31])[N:28]=3)[CH2:23][CH2:22][CH2:21]2)=[O:19])[CH:10]=1)(C)(C)C.C(C(O)=O)(F)(F)F, predict the reaction product. The product is: [C:15]([C:14]1[C:9]([NH:8][CH2:7][CH2:6][OH:5])=[CH:10][C:11]([NH:17][C:18]([N:20]2[C:29]3[C:24](=[CH:25][C:26]([CH2:32][N:33]4[CH2:38][CH2:37][N:36]([CH3:39])[CH2:35][C:34]4=[O:40])=[C:27]([CH:30]=[O:31])[N:28]=3)[CH2:23][CH2:22][CH2:21]2)=[O:19])=[N:12][CH:13]=1)#[N:16].